Task: Predict the product of the given reaction.. Dataset: Forward reaction prediction with 1.9M reactions from USPTO patents (1976-2016) Given the reactants [N:1]12[CH2:8][CH2:7][C:4]([C:9]([C:17]3[CH:22]=[CH:21][CH:20]=[CH:19][CH:18]=3)([C:11]3[CH:16]=[CH:15][CH:14]=[CH:13][CH:12]=3)[OH:10])([CH2:5][CH2:6]1)[CH2:3][CH2:2]2.[Br:23][CH2:24][CH2:25][CH2:26][N:27]1[C:35](=[O:36])[C:34]2[C:29](=[CH:30][CH:31]=[CH:32][CH:33]=2)[C:28]1=[O:37], predict the reaction product. The product is: [Br-:23].[O:37]=[C:28]1[C:29]2[C:34](=[CH:33][CH:32]=[CH:31][CH:30]=2)[C:35](=[O:36])[N:27]1[CH2:26][CH2:25][CH2:24][N+:1]12[CH2:6][CH2:5][C:4]([C:9]([OH:10])([C:17]3[CH:22]=[CH:21][CH:20]=[CH:19][CH:18]=3)[C:11]3[CH:12]=[CH:13][CH:14]=[CH:15][CH:16]=3)([CH2:3][CH2:2]1)[CH2:7][CH2:8]2.